Dataset: Reaction yield outcomes from USPTO patents with 853,638 reactions. Task: Predict the reaction yield, written as a fraction of the theoretical maximum amount of product (1.0 means a 100% yield; for example, 0.34 means a 34% yield). (1) The reactants are [CH2:1]([O:3][C:4](=[O:8])[C:5](Cl)=[O:6])[CH3:2].[Cl:9][C:10]1[S:11][CH:12]=[CH:13][C:14]=1[Cl:15].[Al+3].[Cl-].[Cl-].[Cl-]. The catalyst is [N+](C)([O-])=O. The product is [CH2:1]([O:3][C:4](=[O:8])[C:5]([C:12]1[S:11][C:10]([Cl:9])=[C:14]([Cl:15])[CH:13]=1)=[O:6])[CH3:2]. The yield is 0.820. (2) The reactants are [NH2:1][C:2]1[CH:10]=[C:9]([F:11])[CH:8]=[CH:7][C:3]=1[C:4]([OH:6])=O.C1N=CN(C(N2C=NC=C2)=O)C=1.Cl.[NH2:25][CH:26]1[CH2:31][CH2:30][C:29](=[O:32])[NH:28][C:27]1=[O:33].C(=O)([O-])O.[Na+]. The catalyst is C(#N)C. The product is [NH2:1][C:2]1[CH:10]=[C:9]([F:11])[CH:8]=[CH:7][C:3]=1[C:4]([NH:25][CH:26]1[CH2:31][CH2:30][C:29](=[O:32])[NH:28][C:27]1=[O:33])=[O:6]. The yield is 0.450.